This data is from Forward reaction prediction with 1.9M reactions from USPTO patents (1976-2016). The task is: Predict the product of the given reaction. (1) The product is: [CH3:1][O:2][C:3]1[CH:4]=[C:5]([CH2:11][CH2:12][NH:13][C:25](=[O:26])[CH2:24][C:17]2[CH:18]=[C:19]([O:22][CH3:23])[CH:20]=[CH:21][C:16]=2[O:15][CH3:14])[CH:6]=[CH:7][C:8]=1[O:9][CH3:10]. Given the reactants [CH3:1][O:2][C:3]1[CH:4]=[C:5]([CH2:11][CH2:12][NH2:13])[CH:6]=[CH:7][C:8]=1[O:9][CH3:10].[CH3:14][O:15][C:16]1[CH:21]=[CH:20][C:19]([O:22][CH3:23])=[CH:18][C:17]=1[CH2:24][C:25](Cl)=[O:26], predict the reaction product. (2) Given the reactants [F:1][C:2]([F:15])([F:14])[C:3]1[CH:8]=[CH:7][CH:6]=[CH:5][C:4]=1[N:9]1[CH:13]=[CH:12][N:11]=[CH:10]1.[C-:16]#[N:17].[Na+], predict the reaction product. The product is: [F:15][C:2]([F:14])([F:1])[C:3]1[CH:8]=[CH:7][CH:6]=[CH:5][C:4]=1[N:9]1[CH:13]=[C:12]([C:16]#[N:17])[N:11]=[CH:10]1. (3) Given the reactants Cl[C:2]1[C:11]2[C:6](=[CH:7][CH:8]=[C:9]3[S:14][C:13]([CH3:15])=[N:12][C:10]3=2)[N:5]=[C:4]([C:16]2[CH:21]=[CH:20][CH:19]=[C:18]([F:22])[CH:17]=2)[CH:3]=1.[CH3:23][NH:24][CH3:25], predict the reaction product. The product is: [CH3:23][N:24]([CH3:25])[C:2]1[C:11]2[C:6](=[CH:7][CH:8]=[C:9]3[S:14][C:13]([CH3:15])=[N:12][C:10]3=2)[N:5]=[C:4]([C:16]2[CH:21]=[CH:20][CH:19]=[C:18]([F:22])[CH:17]=2)[CH:3]=1. (4) Given the reactants [C:1]([C:3]1[CH:4]=[C:5]([CH:27]([CH3:29])[CH3:28])[C:6]2[O:10][C:9]([C:11]3[CH:25]=[CH:24][C:14]([C:15]([NH:17][CH2:18][CH:19]4[CH2:23][CH2:22][NH:21][CH2:20]4)=[O:16])=[CH:13][CH:12]=3)=[N:8][C:7]=2[CH:26]=1)#[N:2].C(N(CC)CC)C.[Br:37][C:38]1[CH:43]=[CH:42][C:41]([CH2:44]Br)=[CH:40][CH:39]=1, predict the reaction product. The product is: [Br:37][C:38]1[CH:43]=[CH:42][C:41]([CH2:44][N:21]2[CH2:22][CH2:23][CH:19]([CH2:18][NH:17][C:15](=[O:16])[C:14]3[CH:13]=[CH:12][C:11]([C:9]4[O:10][C:6]5[C:5]([CH:27]([CH3:29])[CH3:28])=[CH:4][C:3]([C:1]#[N:2])=[CH:26][C:7]=5[N:8]=4)=[CH:25][CH:24]=3)[CH2:20]2)=[CH:40][CH:39]=1. (5) Given the reactants C1(O[P:8]([CH2:11][C:12]([CH3:35])=[CH:13][CH2:14][C:15]2[C:16]([O:28]CC[Si](C)(C)C)=[C:17]3[C:21](=[C:22]([CH3:26])[C:23]=2[O:24][CH3:25])[CH2:20][O:19][C:18]3=[O:27])(=O)[OH:9])C=CC=CC=1.Cl.[CH2:37]([O:39][C:40](=[O:44])[C@H:41]([CH3:43])[NH2:42])[CH3:38], predict the reaction product. The product is: [CH2:37]([O:39][C:40](=[O:44])[CH:41]([N:42]([O:24][C:23]1[CH:22]=[CH:21][CH:17]=[CH:16][CH:15]=1)[PH:8]([CH2:11][C:12]([CH3:35])=[CH:13][CH2:14][C:15]1[C:16]([OH:28])=[C:17]2[C:21](=[C:22]([CH3:26])[C:23]=1[O:24][CH3:25])[CH2:20][O:19][C:18]2=[O:27])=[O:9])[CH3:43])[CH3:38]. (6) Given the reactants [CH3:1][O:2][CH2:3][CH2:4][O:5][C:6]1[CH:7]=[C:8]2[C:13](=[CH:14][C:15]=1[O:16][CH2:17][CH2:18][O:19][CH3:20])[N:12]=[CH:11][N:10]=[C:9]2[S:21][C:22]1[CH:23]=[C:24]([NH:28][C:29]([NH:31][C:32]2[CH:36]=[C:35]([C:37]([CH3:40])([CH3:39])[CH3:38])[O:34][N:33]=2)=[O:30])[CH:25]=[CH:26][CH:27]=1.[ClH:41].CCOCC, predict the reaction product. The product is: [ClH:41].[CH3:1][O:2][CH2:3][CH2:4][O:5][C:6]1[CH:7]=[C:8]2[C:13](=[CH:14][C:15]=1[O:16][CH2:17][CH2:18][O:19][CH3:20])[N:12]=[CH:11][N:10]=[C:9]2[S:21][C:22]1[CH:23]=[C:24]([NH:28][C:29]([NH:31][C:32]2[CH:36]=[C:35]([C:37]([CH3:40])([CH3:39])[CH3:38])[O:34][N:33]=2)=[O:30])[CH:25]=[CH:26][CH:27]=1. (7) Given the reactants [CH3:1][C:2]1[CH:7]=[CH:6][CH:5]=[CH:4][C:3]=1[CH2:8][C:9]([OH:11])=O.C(Cl)Cl.[CH3:15][NH:16][O:17][CH3:18].C(N(CC)CC)C.C(Cl)CCl, predict the reaction product. The product is: [CH3:18][O:17][N:16]([CH3:15])[C:9](=[O:11])[CH2:8][C:3]1[CH:4]=[CH:5][CH:6]=[CH:7][C:2]=1[CH3:1].